Dataset: Reaction yield outcomes from USPTO patents with 853,638 reactions. Task: Predict the reaction yield, written as a fraction of the theoretical maximum amount of product (1.0 means a 100% yield; for example, 0.34 means a 34% yield). (1) The reactants are [CH3:1][O:2][C:3]([CH:5]1[CH2:9][CH2:8][CH2:7][C:6]1=[O:10])=[O:4].[C:11]([O:14][CH2:15][CH2:16]Br)(=[O:13])[CH3:12].C(=O)([O-])[O-].[K+].[K+]. The catalyst is CC(C)=O. The product is [CH3:1][O:2][C:3]([C:5]1([CH2:16][CH2:15][O:14][C:11](=[O:13])[CH3:12])[CH2:9][CH2:8][CH2:7][C:6]1=[O:10])=[O:4]. The yield is 0.700. (2) The reactants are [C:1]([O:5][C:6]([C@@H:8]1[CH2:12][CH2:11][C:10](=[O:13])[N:9]1[C:14]([O:16][C:17]([CH3:20])([CH3:19])[CH3:18])=[O:15])=[O:7])([CH3:4])([CH3:3])[CH3:2].CC(C[AlH]CC(C)C)C. The catalyst is C1COCC1. The product is [C:1]([O:5][C:6]([C@@H:8]1[CH2:12][CH2:11][CH:10]([OH:13])[N:9]1[C:14]([O:16][C:17]([CH3:20])([CH3:19])[CH3:18])=[O:15])=[O:7])([CH3:4])([CH3:3])[CH3:2]. The yield is 0.930. (3) The reactants are [OH-].[Na+].[F:3][CH2:4][C:5]1([C:53]([O:55]CC)=[O:54])[CH2:10][CH2:9][C:8]([C:11]2[C:12]([CH3:52])([CH3:51])[C@H:13]3[C@:26]([CH3:29])([CH2:27][CH:28]=2)[C@@H:25]2[C@:16]([CH3:50])([C@@:17]4([CH3:49])[C@H:22]([CH2:23][CH2:24]2)[C@H:21]2[C@H:30]([C:33]([CH3:35])=[CH2:34])[CH2:31][CH2:32][C@:20]2([NH:36][CH2:37][CH2:38][N:39]2[CH2:44][CH2:43][CH:42]([S:45]([CH3:48])(=[O:47])=[O:46])[CH2:41][CH2:40]2)[CH2:19][CH2:18]4)[CH2:15][CH2:14]3)=[CH:7][CH2:6]1. The catalyst is O1CCOCC1.CO. The product is [F:3][CH2:4][C:5]1([C:53]([OH:55])=[O:54])[CH2:10][CH2:9][C:8]([C:11]2[C:12]([CH3:52])([CH3:51])[C@H:13]3[C@:26]([CH3:29])([CH2:27][CH:28]=2)[C@@H:25]2[C@:16]([CH3:50])([C@@:17]4([CH3:49])[C@H:22]([CH2:23][CH2:24]2)[C@H:21]2[C@H:30]([C:33]([CH3:35])=[CH2:34])[CH2:31][CH2:32][C@:20]2([NH:36][CH2:37][CH2:38][N:39]2[CH2:44][CH2:43][CH:42]([S:45]([CH3:48])(=[O:47])=[O:46])[CH2:41][CH2:40]2)[CH2:19][CH2:18]4)[CH2:15][CH2:14]3)=[CH:7][CH2:6]1. The yield is 0.167. (4) The reactants are [OH:1][C:2]1[C:7](=[O:8])[CH:6]=[CH:5][N:4]([CH3:9])[C:3]=1[CH:10](O)[C:11]([F:14])([F:13])[F:12].Cl.[CH3:17][NH:18][CH3:19].CCN(CC)CC. The catalyst is C(#N)C. The product is [CH3:17][N:18]([CH3:19])[CH:10]([C:3]1[N:4]([CH3:9])[CH:5]=[CH:6][C:7](=[O:8])[C:2]=1[OH:1])[C:11]([F:14])([F:13])[F:12]. The yield is 0.320. (5) The reactants are [F:1][C:2]1[C:7]([F:8])=[CH:6][C:5]([C:9]2([CH2:25]O)[C:17]3[C:12](=[CH:13][CH:14]=[CH:15][CH:16]=3)[N:11]([CH2:18][C:19]([O:21][CH2:22][CH3:23])=[O:20])[C:10]2=[O:24])=[C:4]([OH:27])[CH:3]=1.ClC1C=CC(Cl)=C2C=1C(C1C(O)=CC3OCOC=3C=1)(CO)C(=O)N2CCCCC. No catalyst specified. The product is [F:8][C:7]1[C:2]([F:1])=[CH:3][C:4]2[O:27][CH2:25][C:9]3([C:17]4[C:12](=[CH:13][CH:14]=[CH:15][CH:16]=4)[N:11]([CH2:18][C:19]([O:21][CH2:22][CH3:23])=[O:20])[C:10]3=[O:24])[C:5]=2[CH:6]=1. The yield is 0.460.